This data is from Forward reaction prediction with 1.9M reactions from USPTO patents (1976-2016). The task is: Predict the product of the given reaction. (1) Given the reactants [CH:1]1([N:7]2[C:11]3([CH2:16][CH2:15][NH:14][CH2:13][CH2:12]3)[C:10](=[O:17])[N:9]([CH2:18][C:19]3[CH:20]=[C:21]([CH:29]=[CH:30][CH:31]=3)[C:22]([O:24][C:25]([CH3:28])([CH3:27])[CH3:26])=[O:23])[CH2:8]2)[CH2:6][CH2:5][CH2:4][CH2:3][CH2:2]1.I[CH2:33][CH2:34][CH2:35][N:36]1[C:40]2[CH:41]=[CH:42][CH:43]=[CH:44][C:39]=2[NH:38][C:37]1=[O:45].C(=O)([O-])[O-].[K+].[K+], predict the reaction product. The product is: [CH:1]1([N:7]2[C:11]3([CH2:16][CH2:15][N:14]([CH2:33][CH2:34][CH2:35][N:36]4[C:40]5[CH:41]=[CH:42][CH:43]=[CH:44][C:39]=5[NH:38][C:37]4=[O:45])[CH2:13][CH2:12]3)[C:10](=[O:17])[N:9]([CH2:18][C:19]3[CH:20]=[C:21]([CH:29]=[CH:30][CH:31]=3)[C:22]([O:24][C:25]([CH3:27])([CH3:28])[CH3:26])=[O:23])[CH2:8]2)[CH2:2][CH2:3][CH2:4][CH2:5][CH2:6]1. (2) Given the reactants [CH2:1]=O.BrC1C=[C:6]([CH2:10][C:11]#[N:12])C=CC=1.P(OP(O)(O)=O)(O)(O)=O.[Br:22][C:23]1[CH:24]=[C:25]2[C:30](=[CH:31][CH:32]=1)[CH2:29][NH:28][C:27](=[O:33])[CH2:26]2.BrC1C=CC=C2C=1[CH2:43][NH:42][C:41](=O)C2, predict the reaction product. The product is: [Br:22][C:23]1[CH:24]=[C:25]2[C:30](=[CH:31][CH:32]=1)[CH2:29][NH:28][C:27](=[O:33])[C:26]2([CH3:1])[CH2:6][C:10]1[CH:41]=[N:42][CH:43]=[N:12][CH:11]=1. (3) Given the reactants N1C=CN=C1.[Si:6](Cl)([C:9]([CH3:12])([CH3:11])[CH3:10])([CH3:8])[CH3:7].[Cl:14][C:15]1[S:19][C:18]([C:20]([NH:22][C:23]2[CH:31]=[CH:30][CH:29]=[C:28]3[C:24]=2[C:25](=[O:43])[N:26]([CH2:32][C:33]2[CH:38]=[CH:37][CH:36]=[C:35]([NH:39][CH2:40][CH2:41][OH:42])[CH:34]=2)[CH2:27]3)=[O:21])=[CH:17][CH:16]=1.O.ClCCl, predict the reaction product. The product is: [Si:6]([O:42][CH2:41][CH2:40][NH:39][C:35]1[CH:34]=[C:33]([CH:38]=[CH:37][CH:36]=1)[CH2:32][N:26]1[C:25](=[O:43])[C:24]2[C:28](=[CH:29][CH:30]=[CH:31][C:23]=2[NH:22][C:20]([C:18]2[S:19][C:15]([Cl:14])=[CH:16][CH:17]=2)=[O:21])[CH2:27]1)([C:9]([CH3:12])([CH3:11])[CH3:10])([CH3:8])[CH3:7]. (4) Given the reactants Cl.C[O:3][C:4](=[O:38])[C:5]1[CH:10]=[CH:9][C:8]([O:11][C:12]2[CH:17]=[CH:16][C:15]([CH2:18][C@H:19]([NH2:37])[C:20]3[N:21]([CH2:33][CH2:34][CH2:35][CH3:36])[CH:22]=[C:23]([C:25]4[CH:30]=[CH:29][C:28]([Cl:31])=[CH:27][C:26]=4[Cl:32])[N:24]=3)=[CH:14][CH:13]=2)=[CH:7][CH:6]=1.[C:39]([OH:48])(=O)[CH2:40][CH2:41][CH2:42][CH2:43][C:44]([OH:46])=O.C[O:50][C:51](=[O:58])[C@H:52]([CH2:54][CH2:55][S:56][CH3:57])[NH2:53], predict the reaction product. The product is: [CH2:33]([N:21]1[CH:22]=[C:23]([C:25]2[CH:30]=[CH:29][C:28]([Cl:31])=[CH:27][C:26]=2[Cl:32])[N:24]=[C:20]1[C@@H:19]([NH:37][C:44](=[O:46])[CH2:43][CH2:42][CH2:41][CH2:40][C:39](=[O:48])[NH:53][CH:52]([C:51]([OH:58])=[O:50])[CH2:54][CH2:55][S:56][CH3:57])[CH2:18][C:15]1[CH:16]=[CH:17][C:12]([O:11][C:8]2[CH:9]=[CH:10][C:5]([C:4]([OH:3])=[O:38])=[CH:6][CH:7]=2)=[CH:13][CH:14]=1)[CH2:34][CH2:35][CH3:36]. (5) Given the reactants [Na].[CH3:2][C:3]1[N:4]([C:9]2[CH:14]=[CH:13][C:12](I)=[CH:11][N:10]=2)[C:5]([CH3:8])=[CH:6][CH:7]=1.[CH:16]([O:19]C(C)C)(C)C.[NH4+].[Cl-], predict the reaction product. The product is: [CH3:2][C:3]1[N:4]([C:9]2[CH:14]=[CH:13][C:12]([O:19][CH3:16])=[CH:11][N:10]=2)[C:5]([CH3:8])=[CH:6][CH:7]=1. (6) Given the reactants [F:1][C:2]1[C:7]([C:8]([F:11])([F:10])[F:9])=[CH:6][CH:5]=[CH:4][C:3]=1[N:12]=[C:13]=[O:14].C([N:22]1[C@@H]2[C@@](C3C=CC(OC)=C(OC)C=3)(CC[C@@H](N)C2)CC1)C1C=CC=CC=1, predict the reaction product. The product is: [F:1][C:2]1[C:7]([C:8]([F:11])([F:10])[F:9])=[CH:6][CH:5]=[CH:4][C:3]=1[NH:12][C:13](=[O:14])[NH2:22].